This data is from Reaction yield outcomes from USPTO patents with 853,638 reactions. The task is: Predict the reaction yield, written as a fraction of the theoretical maximum amount of product (1.0 means a 100% yield; for example, 0.34 means a 34% yield). (1) The product is [CH3:38][C@H:36]1[O:37][C@H:32]([CH3:31])[CH2:33][N:34]([CH2:2][CH2:3][CH2:4][O:5][C:6]2[CH:15]=[C:14]3[C:9]([C:10]([NH:19][C:20]4[CH:25]=[CH:24][CH:23]=[C:22]([CH2:26][OH:27])[C:21]=4[CH3:28])=[C:11]([C:16]([NH2:18])=[O:17])[CH:12]=[N:13]3)=[CH:8][C:7]=2[O:29][CH3:30])[CH2:35]1. The catalyst is COCCOC. The reactants are Cl[CH2:2][CH2:3][CH2:4][O:5][C:6]1[CH:15]=[C:14]2[C:9]([C:10]([NH:19][C:20]3[CH:25]=[CH:24][CH:23]=[C:22]([CH2:26][OH:27])[C:21]=3[CH3:28])=[C:11]([C:16]([NH2:18])=[O:17])[CH:12]=[N:13]2)=[CH:8][C:7]=1[O:29][CH3:30].[CH3:31][CH:32]1[O:37][CH:36]([CH3:38])[CH2:35][NH:34][CH2:33]1. The yield is 0.230. (2) The reactants are [CH3:1][C@:2]12[C@@:19]3([CH3:20])[C@@H:10]([C@:11]4([CH3:33])[C@@H:16]([CH2:17][CH2:18]3)[C:15]([CH3:22])([CH3:21])[C:14]([C:23]3[CH:32]=[CH:31][C:26]([C:27]([O:29]C)=[O:28])=[CH:25][CH:24]=3)=[CH:13][CH2:12]4)[CH2:9][CH2:8][C@@H:7]1[C@H:6]1[C@H:34]([C:37]([CH3:39])=[CH2:38])[CH2:35][CH2:36][C@:5]1([NH:40][CH2:41][CH2:42][S:43]([CH:46]=[CH2:47])(=[O:45])=[O:44])[CH2:4][CH2:3]2.[OH-:48].[Na+]. The catalyst is O1CCOCC1. The product is [OH:48][CH2:47][CH2:46][S:43]([CH2:42][CH2:41][NH:40][C@:5]12[CH2:36][CH2:35][C@@H:34]([C:37]([CH3:39])=[CH2:38])[C@@H:6]1[C@@H:7]1[C@@:2]([CH3:1])([CH2:3][CH2:4]2)[C@@:19]2([CH3:20])[C@@H:10]([C@:11]3([CH3:33])[C@@H:16]([CH2:17][CH2:18]2)[C:15]([CH3:22])([CH3:21])[C:14]([C:23]2[CH:24]=[CH:25][C:26]([C:27]([OH:29])=[O:28])=[CH:31][CH:32]=2)=[CH:13][CH2:12]3)[CH2:9][CH2:8]1)(=[O:45])=[O:44]. The yield is 0.530. (3) The reactants are [CH:1]([N:4]1[C:8]([C:9]2[N:18]=[C:17]3[N:11]([CH2:12][CH2:13][O:14][C:15]4[CH:22]=[C:21](O)[N:20]=[CH:19][C:16]=43)[CH:10]=2)=[N:7][C:6]([CH3:24])=[N:5]1)([CH3:3])[CH3:2].[CH2:25]1[C@@H:29]([C:30]([NH2:32])=[O:31])[NH:28][CH2:27][C@H:26]1[F:33].Cl. No catalyst specified. The product is [F:33][C@@H:26]1[CH2:27][N:28]([C:21]2[N:20]=[CH:19][C:16]3[C:17]4[N:11]([CH:10]=[C:9]([C:8]5[N:4]([CH:1]([CH3:2])[CH3:3])[N:5]=[C:6]([CH3:24])[N:7]=5)[N:18]=4)[CH2:12][CH2:13][O:14][C:15]=3[CH:22]=2)[C@H:29]([C:30]([NH2:32])=[O:31])[CH2:25]1. The yield is 0.420.